From a dataset of TCR-epitope binding with 47,182 pairs between 192 epitopes and 23,139 TCRs. Binary Classification. Given a T-cell receptor sequence (or CDR3 region) and an epitope sequence, predict whether binding occurs between them. (1) The epitope is MMISAGFSL. The TCR CDR3 sequence is CSASGSGRTYEQYF. Result: 0 (the TCR does not bind to the epitope). (2) Result: 0 (the TCR does not bind to the epitope). The TCR CDR3 sequence is CASSLPSGGTDTQYF. The epitope is RPHERNGFTVL. (3) The epitope is FPPTSFGPL. The TCR CDR3 sequence is CAISYGQGGVNTEAFF. Result: 1 (the TCR binds to the epitope). (4) The epitope is QYDPVAALF. The TCR CDR3 sequence is CASSPRGGGETQYF. Result: 0 (the TCR does not bind to the epitope). (5) The epitope is KLGGALQAK. The TCR CDR3 sequence is CSARDVHRGIEQYF. Result: 1 (the TCR binds to the epitope). (6) The epitope is RAKFKQLL. The TCR CDR3 sequence is CASSEGQTNYGYTF. Result: 0 (the TCR does not bind to the epitope).